This data is from Catalyst prediction with 721,799 reactions and 888 catalyst types from USPTO. The task is: Predict which catalyst facilitates the given reaction. Reactant: Br[CH2:2][CH2:3][CH2:4][C:5]([O:7][CH2:8][CH3:9])=[O:6].[NH:10]1[CH2:14][CH2:13][CH2:12][CH2:11]1.O. Product: [CH2:8]([O:7][C:5](=[O:6])[CH2:4][CH2:3][CH2:2][N:10]1[CH2:14][CH2:13][CH2:12][CH2:11]1)[CH3:9]. The catalyst class is: 11.